Dataset: Catalyst prediction with 721,799 reactions and 888 catalyst types from USPTO. Task: Predict which catalyst facilitates the given reaction. (1) Reactant: [CH3:1][C:2]1[C:10]2[N:9]=[C:8]([CH2:11][CH2:12][CH3:13])[N:7]([CH2:14][C:15]3[CH:32]=[CH:31][C:18]4/[C:19](=[CH:28]\[C:29]#[N:30])/[C:20]5[CH:27]=[CH:26][CH:25]=[CH:24][C:21]=5[O:22][CH2:23][C:17]=4[CH:16]=3)[C:6]=2[CH:5]=[CH:4][CH:3]=1.N[OH:34].O. Product: [CH3:1][C:2]1[C:10]2[N:9]=[C:8]([CH2:11][CH2:12][CH3:13])[N:7]([CH2:14][C:15]3[CH:32]=[CH:31][C:18]4[C:19](=[CH:28]/[CH:29]=[N:30]/[OH:34])[C:20]5[CH:27]=[CH:26][CH:25]=[CH:24][C:21]=5[O:22][CH2:23][C:17]=4[CH:16]=3)[C:6]=2[CH:5]=[CH:4][CH:3]=1. The catalyst class is: 8. (2) The catalyst class is: 86. Product: [Cl:27][C:5]1[C:6](=[O:20])[N:7]([CH2:8][CH2:9][C:10]2[CH:19]=[CH:18][C:13]([C:14]([O:16][CH3:17])=[O:15])=[CH:12][CH:11]=2)[C:2]([CH3:1])=[C:3]([C:21]2[CH:26]=[CH:25][CH:24]=[CH:23][CH:22]=2)[CH:4]=1. Reactant: [CH3:1][C:2]1[N:7]([CH2:8][CH2:9][C:10]2[CH:19]=[CH:18][C:13]([C:14]([O:16][CH3:17])=[O:15])=[CH:12][CH:11]=2)[C:6](=[O:20])[CH:5]=[CH:4][C:3]=1[C:21]1[CH:26]=[CH:25][CH:24]=[CH:23][CH:22]=1.[Cl:27]N1C(=O)CCC1=O.C(Cl)(Cl)Cl. (3) Product: [CH3:1][C:2]1[CH:7]=[C:6]([C:8](=[O:33])[CH2:9][C@H:10]([C:18]2[CH:23]=[CH:22][C:21]([N:24]3[CH2:29][CH2:28][CH:27]([C:30]([NH:64][CH2:65][C:66]([O:68][CH3:69])=[O:67])=[O:31])[CH2:26][CH2:25]3)=[CH:20][CH:19]=2)[C:11]2[CH:16]=[CH:15][CH:14]=[CH:13][C:12]=2[CH3:17])[CH:5]=[CH:4][N:3]=1. Reactant: [CH3:1][C:2]1[CH:7]=[C:6]([C:8](=[O:33])[CH2:9][C@H:10]([C:18]2[CH:23]=[CH:22][C:21]([N:24]3[CH2:29][CH2:28][CH:27]([C:30](O)=[O:31])[CH2:26][CH2:25]3)=[CH:20][CH:19]=2)[C:11]2[CH:16]=[CH:15][CH:14]=[CH:13][C:12]=2[CH3:17])[CH:5]=[CH:4][N:3]=1.C(N(CC)CC)C.F[B-](F)(F)F.N1(OC(N(C)C)=[N+](C)C)C2C=CC=CC=2N=N1.Cl.[NH2:64][CH2:65][C:66]([O:68][CH3:69])=[O:67]. The catalyst class is: 7. (4) Reactant: [F:1][C:2]1([F:29])[CH2:7][CH2:6][N:5]([C:8]([C:10]2[NH:11][C:12]3[C:17]([CH:18]=2)=[CH:16][C:15]([O:19][CH:20]2[CH2:25][CH2:24][N:23]([CH:26]([CH3:28])[CH3:27])[CH2:22][CH2:21]2)=[CH:14][CH:13]=3)=[O:9])[CH2:4][CH2:3]1.Br[C:31]1[CH:32]=[N:33][CH:34]=[N:35][CH:36]=1.N[C@@H]1CCCC[C@H]1N.[O-]P([O-])([O-])=O.[K+].[K+].[K+].C(=O)([O-])[O-].[K+].[K+]. The catalyst class is: 185. Product: [F:29][C:2]1([F:1])[CH2:7][CH2:6][N:5]([C:8]([C:10]2[N:11]([C:31]3[CH:32]=[N:33][CH:34]=[N:35][CH:36]=3)[C:12]3[C:17]([CH:18]=2)=[CH:16][C:15]([O:19][CH:20]2[CH2:25][CH2:24][N:23]([CH:26]([CH3:27])[CH3:28])[CH2:22][CH2:21]2)=[CH:14][CH:13]=3)=[O:9])[CH2:4][CH2:3]1. (5) Reactant: Cl[C:2]1[CH:7]=[C:6]([C:8]2[NH:12][C:11]3[CH:13]=[CH:14][CH:15]=[C:16]([NH2:17])[C:10]=3[N:9]=2)[CH:5]=[CH:4][N:3]=1.[CH2:18]([NH2:21])[CH2:19][CH3:20].O. Product: [CH2:18]([NH:21][C:2]1[CH:7]=[C:6]([C:8]2[NH:12][C:11]3[CH:13]=[CH:14][CH:15]=[C:16]([NH2:17])[C:10]=3[N:9]=2)[CH:5]=[CH:4][N:3]=1)[CH2:19][CH3:20]. The catalyst class is: 37.